Dataset: Antibody paratope prediction from SAbDab with 1,023 antibody chains. Task: Token-level Classification. Given an antibody amino acid sequence, predict which amino acid positions are active in antigen binding. Output is a list of indices for active paratope positions. (1) Given the antibody sequence: ESVLTQPPSVSGAPGQTVTISCTGGSSNIGAGYDVHWYQQLPGTAPKLLIYGNINRPSGVPDRFSGSKSGTSASLAITGLQAEDEADYYCQSYDRRLSGSWVFGGGTKLTVL, which amino acid positions are active in antigen binding (paratope)? The paratope positions are: [29, 30, 31, 97, 98, 99]. (2) Given the antibody sequence: EVQLVESGAEVKKPGSSVKVSCKASGDTFIRYSFTWVRQAPGQGLEWMGRIITILDVAHYAPHLQGRVTITADKSTSTVYLELRNLRSDDTAVYFCAGVYEGEADEGEYDNNGFLKHWGQGTLVTVSS, which amino acid positions are active in antigen binding (paratope)? The paratope positions are: [52, 83, 84, 85, 104, 105, 106, 107, 108, 109, 110, 111, 112, 113, 114]. (3) Given the antibody sequence: DVQLQESGPGLVKPSQSLSLTCTVTGYLITTDYAWNWIRQFPGNKLEWMGYISYSGFTSYNPSLKSQISITRDTSKNQFFLQLNSVTTEDTATYYCAFGNYLPAYWGQGTLVTVSA, which amino acid positions are active in antigen binding (paratope)? The paratope positions are: [31, 53, 83, 84, 85]. (4) Given the antibody sequence: EVQLVESGGGLVQPGGSLRLSCAASGFNIKDTYIHWVRQSPGKGLEWVARIYPTNGYTRYADSVKGRFTISADTSKNTAYLQMNSLRAEDTAIYYCSRWGGDGFYAMDYWGQGTLVTVSS, which amino acid positions are active in antigen binding (paratope)? The paratope positions are: [52, 83, 84, 85, 104, 105, 106]. (5) Given the antibody sequence: VQLQESGPSLVKPSQTLSLTCSVTGDSITSAYWSWIRKFPGNRLEYMGYVSYSGSTYYNPSLKSRISITRDTSKNQYYLDLNSVTTEDTATYYCANWDGDYWGQGTLVTVS, which amino acid positions are active in antigen binding (paratope)? The paratope positions are: [51, 52, 81, 82, 83]. (6) Given the antibody sequence: DIVMTQTPLSLPVTPGEPASISCKSSQSLLSSGNQKNYLTWYLQKPGQSPQLLIYWASTRESGVPDRFSGSGSGTDFTLKISRVEAEDVGVYYCQNDYTYPLTFGQGTKLEIK, which amino acid positions are active in antigen binding (paratope)? The paratope positions are: [30, 31, 32, 33, 34, 35]. (7) Given the antibody sequence: DIVMTQSPSSLTVTAGEKVTMTCKSSQSLFNSGNQKNFLTWYQQIPGQPPKLLIYWASTRDSGVPDRFTGSGSGTDFTLTISSVQAEDLAVYYCQNDYTYPLTFGVGTKLELK, which amino acid positions are active in antigen binding (paratope)? The paratope positions are: [30, 31, 32, 33, 34, 35]. (8) The paratope positions are: [52, 83, 84, 85, 104, 105, 106, 107]. Given the antibody sequence: EVQLQQSGAELVRPGASVKLSCTASGFNIKDDFMHWVKQRPEQGLEWIGRIDPANDNTKYAPKFQDKATIIADTSSNTAYLQLSSLTSEDTAVYYCARRELYSYYSPLDVWGAGTTVTVPS, which amino acid positions are active in antigen binding (paratope)? (9) Given the antibody sequence: DVLMTQTPLSLPVSLGDQASISCRSSQTIVHSNGKIYLEWYLQKPGQSPKLLIYRVSKRFSGVPDRFSGSGSGTDFTLKISRVEAEDLGVYYCFQGSHVPWTFGGGTKLEIK, which amino acid positions are active in antigen binding (paratope)? The paratope positions are: [30, 31, 32, 33, 34]. (10) Given the antibody sequence: QSALTQPPAVSGTPGQRVTISCSGSDSNIGRRSVNWYQQFPGTAPKLLIYSNDQRPSVVPDRFSGSKSGTSASLAISGLQSEDEAEYYCAAWDDSLKGAVFGGGTQLTVL, which amino acid positions are active in antigen binding (paratope)? The paratope positions are: [29, 30, 96, 97].